Dataset: Reaction yield outcomes from USPTO patents with 853,638 reactions. Task: Predict the reaction yield, written as a fraction of the theoretical maximum amount of product (1.0 means a 100% yield; for example, 0.34 means a 34% yield). (1) The reactants are [NH2:1][C:2]1[S:3][C:4]2[CH:10]=[C:9]([C:11]3[CH:12]=[C:13]([N:23]4[CH:28]=[CH:27][C:26](=[O:29])[NH:25][C:24]4=[O:30])[CH:14]=[C:15]([C:19]([CH3:22])([CH3:21])[CH3:20])[C:16]=3[O:17][CH3:18])[CH:8]=[CH:7][C:5]=2[N:6]=1.[CH3:31][S:32](Cl)(=[O:34])=[O:33].N1C=CC=CC=1. The catalyst is C(Cl)Cl. The product is [C:19]([C:15]1[C:16]([O:17][CH3:18])=[C:11]([C:9]2[CH:8]=[CH:7][C:5]3[N:6]=[C:2]([NH:1][S:32]([CH3:31])(=[O:34])=[O:33])[S:3][C:4]=3[CH:10]=2)[CH:12]=[C:13]([N:23]2[CH:28]=[CH:27][C:26](=[O:29])[NH:25][C:24]2=[O:30])[CH:14]=1)([CH3:22])([CH3:21])[CH3:20]. The yield is 0.0400. (2) The reactants are [OH:1][C:2]1[CH:12]=[CH:11][C:10]([N+:13]([O-:15])=[O:14])=[CH:9][C:3]=1[C:4]([O:6][CH2:7][CH3:8])=[O:5].C(=O)([O-])[O-:17].[K+].[K+].Br[CH2:23][C:24]([O:26][CH2:27][CH3:28])=[O:25].O.[C:30]([O:33][CH2:34][CH3:35])(=[O:32])[CH3:31]. The catalyst is CN(C)C=O. The product is [CH2:27]([O:26][C:24](=[O:25])[CH2:23][O:17][C:31]1([C:30]([O:33][CH2:34][CH3:35])=[O:32])[CH2:4][C:3]2[CH:9]=[C:10]([N+:13]([O-:15])=[O:14])[CH:11]=[CH:12][C:2]=2[O:1]1)[CH3:28].[CH2:27]([O:26][C:24](=[O:25])[CH2:23][O:1][C:2]1[CH:12]=[CH:11][C:10]([N+:13]([O-:15])=[O:14])=[CH:9][C:3]=1[C:4]([O:6][CH2:7][CH3:8])=[O:5])[CH3:28]. The yield is 0.0760.